From a dataset of Catalyst prediction with 721,799 reactions and 888 catalyst types from USPTO. Predict which catalyst facilitates the given reaction. (1) Reactant: [CH3:1][C:2]1([CH3:23])[O:6][C@@H:5]2[C@@H:7]([CH2:20][NH:21][CH3:22])[O:8][C@@H:9]([N:10]3[CH:18]=[N:17][C:16]4[C:11]3=[N:12][CH:13]=[N:14][C:15]=4[NH2:19])[C@@H:4]2[O:3]1.[CH2:24]([O:31][C:32](=[O:39])[NH:33][CH:34]1[CH2:37][C:36](=O)[CH2:35]1)[C:25]1[CH:30]=[CH:29][CH:28]=[CH:27][CH:26]=1.[BH3-]C#N.[Na+]. Product: [CH2:24]([O:31][C:32](=[O:39])[NH:33][CH:34]1[CH2:37][CH:36]([N:21]([CH2:20][C@@H:7]2[C@@H:5]3[C@@H:4]([O:3][C:2]([CH3:23])([CH3:1])[O:6]3)[C@H:9]([N:10]3[CH:18]=[N:17][C:16]4[C:11]3=[N:12][CH:13]=[N:14][C:15]=4[NH2:19])[O:8]2)[CH3:22])[CH2:35]1)[C:25]1[CH:30]=[CH:29][CH:28]=[CH:27][CH:26]=1. The catalyst class is: 5. (2) Reactant: [F:1][C:2]1([F:14])[CH2:7][C:6]([C:8]([O:10][CH2:11][CH3:12])=[O:9])=[C:5](O)[CH2:4][CH2:3]1.[CH2:15]([NH2:22])[C:16]1[CH:21]=[CH:20][CH:19]=[CH:18][CH:17]=1. Product: [CH2:15]([NH:22][C:5]1[CH2:4][CH2:3][C:2]([F:14])([F:1])[CH2:7][C:6]=1[C:8]([O:10][CH2:11][CH3:12])=[O:9])[C:16]1[CH:21]=[CH:20][CH:19]=[CH:18][CH:17]=1. The catalyst class is: 11. (3) Reactant: [Si]([O:18][CH:19]1[CH2:22][N:21]([C:23]2[O:24][CH:25]=[C:26]([C:28]([N:30]3[CH2:33][CH:32]([O:34][CH3:35])[CH2:31]3)=[O:29])[N:27]=2)[CH2:20]1)(C(C)(C)C)(C1C=CC=CC=1)C1C=CC=CC=1.[F-].C([N+](CCCC)(CCCC)CCCC)CCC. The catalyst class is: 7. Product: [OH:18][CH:19]1[CH2:22][N:21]([C:23]2[O:24][CH:25]=[C:26]([C:28]([N:30]3[CH2:33][CH:32]([O:34][CH3:35])[CH2:31]3)=[O:29])[N:27]=2)[CH2:20]1. (4) Reactant: Cl.[Cl:2][C:3]1[CH:8]=[CH:7][C:6]([C:9]2([F:15])[CH2:14][CH2:13][NH:12][CH2:11][CH2:10]2)=[CH:5][CH:4]=1.[C:16]1([CH:22]([C:26]2[CH:31]=[CH:30][CH:29]=[CH:28][CH:27]=2)[CH2:23][CH2:24]I)[CH:21]=[CH:20][CH:19]=[CH:18][CH:17]=1.C(=O)([O-])[O-].[K+].[K+]. Product: [Cl:2][C:3]1[CH:8]=[CH:7][C:6]([C:9]2([F:15])[CH2:10][CH2:11][N:12]([CH2:24][CH2:23][CH:22]([C:16]3[CH:21]=[CH:20][CH:19]=[CH:18][CH:17]=3)[C:26]3[CH:31]=[CH:30][CH:29]=[CH:28][CH:27]=3)[CH2:13][CH2:14]2)=[CH:5][CH:4]=1. The catalyst class is: 3. (5) Reactant: [CH2:1]1[CH2:7][O:6][CH2:5][CH2:4][NH:3][CH2:2]1.Cl.C(=O)([O-])[O-].[K+].[K+].Cl[CH2:16][C:17]1[CH:51]=[CH:50][C:20]([C:21]([NH:23][C:24]2[C:25]3[CH:38]=[C:37]([C:39]([NH:41][N:42]([CH3:49])[C:43]4[CH:48]=[CH:47][CH:46]=[CH:45][CH:44]=4)=[O:40])[S:36][C:26]=3[N:27](C(OC(C)(C)C)=O)[N:28]=2)=[O:22])=[CH:19][CH:18]=1.ClCC1C=CC(C(NC2C3C=C(C(NN(C4C=CC(Cl)=CC=4)C)=O)SC=3N(C(OC(C)(C)C)=O)N=2)=O)=CC=1. Product: [CH3:49][N:42]([C:43]1[CH:48]=[CH:47][CH:46]=[CH:45][CH:44]=1)[NH:41][C:39]([C:37]1[S:36][C:26]2[NH:27][N:28]=[C:24]([NH:23][C:21](=[O:22])[C:20]3[CH:50]=[CH:51][C:17]([CH2:16][N:3]4[CH2:2][CH2:1][CH2:7][O:6][CH2:5][CH2:4]4)=[CH:18][CH:19]=3)[C:25]=2[CH:38]=1)=[O:40]. The catalyst class is: 711.